This data is from Forward reaction prediction with 1.9M reactions from USPTO patents (1976-2016). The task is: Predict the product of the given reaction. (1) Given the reactants Cl[S:2]([N:5]=[C:6]=[O:7])(=[O:4])=[O:3].[C:8]([OH:12])([CH3:11])([CH3:10])[CH3:9].[CH3:13][C:14]1[N:19]=[C:18]([C:20]2[CH:21]=[C:22]([C:26]3[N:27]=[C:28]([NH2:31])[S:29][CH:30]=3)[CH:23]=[CH:24][CH:25]=2)[CH:17]=[C:16]([C:32]2[CH:37]=[CH:36][C:35]([C:38]([F:41])([F:40])[F:39])=[CH:34][CH:33]=2)[CH:15]=1.C(N(CC)CC)C, predict the reaction product. The product is: [C:8]([O:12][C:6]([NH:5][S:2]([NH:31][C:28]1[S:29][CH:30]=[C:26]([C:22]2[CH:23]=[CH:24][CH:25]=[C:20]([C:18]3[CH:17]=[C:16]([C:32]4[CH:37]=[CH:36][C:35]([C:38]([F:41])([F:40])[F:39])=[CH:34][CH:33]=4)[CH:15]=[C:14]([CH3:13])[N:19]=3)[CH:21]=2)[N:27]=1)(=[O:4])=[O:3])=[O:7])([CH3:11])([CH3:10])[CH3:9]. (2) The product is: [Br:1][C:2]1[C:7]([CH:19]=[O:20])=[CH:6][CH:5]=[CH:4][N:3]=1. Given the reactants [Br:1][C:2]1[CH:7]=[CH:6][CH:5]=[CH:4][N:3]=1.C([N-]C(C)C)(C)C.[Li+].CN([CH:19]=[O:20])C.O, predict the reaction product.